From a dataset of Catalyst prediction with 721,799 reactions and 888 catalyst types from USPTO. Predict which catalyst facilitates the given reaction. (1) Reactant: C([O:3][C:4](=O)[CH2:5][C:6]([C@H:8]1[CH2:13][CH2:12][N:11]([C:14]([O:16][CH3:17])=[O:15])[C@@H:10]([CH2:18][C:19]2[CH:24]=[CH:23][C:22]([C:25]([F:28])([F:27])[F:26])=[CH:21][CH:20]=2)[CH2:9]1)=[O:7])C.[OH-].[Na+].[NH2:32]O.Cl. Product: [O:3]=[C:4]1[CH:5]=[C:6]([C@H:8]2[CH2:13][CH2:12][N:11]([C:14]([O:16][CH3:17])=[O:15])[C@@H:10]([CH2:18][C:19]3[CH:24]=[CH:23][C:22]([C:25]([F:28])([F:27])[F:26])=[CH:21][CH:20]=3)[CH2:9]2)[O:7][NH:32]1. The catalyst class is: 24. (2) Reactant: Br[C:2]1[CH:7]=[C:6]([C:8]([O:11][CH2:12][O:13][CH2:14][CH3:15])([CH3:10])[CH3:9])[CH:5]=[CH:4][C:3]=1[C:16]([O:19][CH2:20][O:21][CH2:22][CH3:23])([CH3:18])[CH3:17].[B:24]1([B:24]2[O:28][C:27]([CH3:30])([CH3:29])[C:26]([CH3:32])([CH3:31])[O:25]2)[O:28][C:27]([CH3:30])([CH3:29])[C:26]([CH3:32])([CH3:31])[O:25]1.CC([O-])=O.[K+].O. Product: [CH2:22]([O:21][CH2:20][O:19][C:16]([C:3]1[CH:4]=[CH:5][C:6]([C:8]([O:11][CH2:12][O:13][CH2:14][CH3:15])([CH3:10])[CH3:9])=[CH:7][C:2]=1[B:24]1[O:28][C:27]([CH3:30])([CH3:29])[C:26]([CH3:32])([CH3:31])[O:25]1)([CH3:18])[CH3:17])[CH3:23]. The catalyst class is: 75. (3) Reactant: [CH:1]1([N:5]2[CH2:11][CH2:10][C:9]3[S:12][C:13]([CH:15]4[CH2:20][CH2:19][NH:18][CH2:17][CH2:16]4)=[N:14][C:8]=3[CH2:7][CH2:6]2)[CH2:4][CH2:3][CH2:2]1.[N:21]1([C:27](Cl)=[O:28])[CH2:26][CH2:25][O:24][CH2:23][CH2:22]1.C(N(CC)CC)C. Product: [CH:1]1([N:5]2[CH2:11][CH2:10][C:9]3[S:12][C:13]([CH:15]4[CH2:20][CH2:19][N:18]([C:27]([N:21]5[CH2:26][CH2:25][O:24][CH2:23][CH2:22]5)=[O:28])[CH2:17][CH2:16]4)=[N:14][C:8]=3[CH2:7][CH2:6]2)[CH2:2][CH2:3][CH2:4]1. The catalyst class is: 98. (4) Reactant: [C:1]([O:5][C:6]([NH:8][C:9]1[CH:10]=[CH:11][C:12]([O:24][C:25]([F:28])([F:27])[F:26])=[C:13]([C:15]2[CH:20]=[CH:19][C:18]([C:21](O)=[O:22])=[CH:17][CH:16]=2)[CH:14]=1)=[O:7])([CH3:4])([CH3:3])[CH3:2].[CH3:29][S:30]([N:33]1[CH2:38][CH2:37][N:36]([CH2:39][C:40]2[CH:45]=[CH:44][C:43]([NH2:46])=[CH:42][CH:41]=2)[CH2:35][CH2:34]1)(=[O:32])=[O:31].CN(C(ON1N=NC2C=CC=CC1=2)=[N+](C)C)C.F[P-](F)(F)(F)(F)F.CN1CCOCC1. The catalyst class is: 3. Product: [C:1]([O:5][C:6](=[O:7])[NH:8][C:9]1[CH:14]=[C:13]([C:15]2[CH:20]=[CH:19][C:18]([C:21](=[O:22])[NH:46][C:43]3[CH:44]=[CH:45][C:40]([CH2:39][N:36]4[CH2:35][CH2:34][N:33]([S:30]([CH3:29])(=[O:32])=[O:31])[CH2:38][CH2:37]4)=[CH:41][CH:42]=3)=[CH:17][CH:16]=2)[C:12]([O:24][C:25]([F:27])([F:26])[F:28])=[CH:11][CH:10]=1)([CH3:4])([CH3:2])[CH3:3]. (5) Reactant: O/[CH:2]=[C:3]1\[C:4](=O)[C@:5]2([C:18]3[CH:23]=[CH:22][CH:21]=[CH:20][CH:19]=3)[C@@H:10]([CH2:11][CH2:12]\1)[C@H:9]([CH3:13])[C:8]1([O:17][CH2:16][CH2:15][O:14]1)[CH2:7][CH2:6]2.[C:25]([C:28]1[CH:37]=[CH:36][C:31]([C:32]([O:34][CH3:35])=[O:33])=[CH:30][CH:29]=1)(=[NH:27])[NH2:26].N1CCCCC1. Product: [CH3:13][C@@H:9]1[C:8]2([O:17][CH2:16][CH2:15][O:14]2)[CH2:7][CH2:6][C@@:5]2([C:18]3[CH:19]=[CH:20][CH:21]=[CH:22][CH:23]=3)[C@H:10]1[CH2:11][CH2:12][C:3]1[CH:2]=[N:27][C:25]([C:28]3[CH:37]=[CH:36][C:31]([C:32]([O:34][CH3:35])=[O:33])=[CH:30][CH:29]=3)=[N:26][C:4]=12. The catalyst class is: 32.